This data is from Choline transporter screen with 302,306 compounds. The task is: Binary Classification. Given a drug SMILES string, predict its activity (active/inactive) in a high-throughput screening assay against a specified biological target. (1) The compound is S(=O)(=O)(Nc1c(c(ccc1)C)C)c1cc2CCCN(c2cc1)C(=O)C. The result is 0 (inactive). (2) The drug is S(=O)(=O)(N1CCOCC1)c1ccc(C(=O)N2CCc3c(C2)cccc3)cc1. The result is 0 (inactive). (3) The compound is OC1(c2c(NC1=O)cccc2)c1ccc(OC)cc1. The result is 0 (inactive). (4) The drug is Brc1cc(sc1Br)C(OCC(=O)NCCC=1CCCCC1)=O. The result is 0 (inactive).